From a dataset of Full USPTO retrosynthesis dataset with 1.9M reactions from patents (1976-2016). Predict the reactants needed to synthesize the given product. Given the product [C:1]([NH2:5])(=[O:4])[CH:2]=[CH2:3].[CH2:30]([NH:19][C:17](=[O:18])[CH:16]=[CH2:6])[CH2:29][CH2:24][CH2:25][CH2:26][CH2:27][CH2:28][CH2:23][CH2:21][CH3:22], predict the reactants needed to synthesize it. The reactants are: [C:1]([NH2:5])(=[O:4])[CH:2]=[CH2:3].[CH2:6]([C:16](=C)[C:17]([NH2:19])=[O:18])CCCCCCCCC.[CH:21]([C:23]1[CH:28]=[CH:27][CH:26]=[CH:25][C:24]=1[CH:29]=[CH2:30])=[CH2:22].O.